Dataset: Catalyst prediction with 721,799 reactions and 888 catalyst types from USPTO. Task: Predict which catalyst facilitates the given reaction. (1) Reactant: [CH2:1]([O:3][C:4]([C:6]1[N:7]=[C:8](Br)[S:9][CH:10]=1)=[O:5])[CH3:2].[C:12]([O:16][C:17]([N:19]1[CH2:24][CH2:23][NH:22][CH2:21][CH2:20]1)=[O:18])([CH3:15])([CH3:14])[CH3:13].CCN(C(C)C)C(C)C. Product: [C:12]([O:16][C:17]([N:19]1[CH2:24][CH2:23][N:22]([C:8]2[S:9][CH:10]=[C:6]([C:4]([O:3][CH2:1][CH3:2])=[O:5])[N:7]=2)[CH2:21][CH2:20]1)=[O:18])([CH3:15])([CH3:13])[CH3:14]. The catalyst class is: 12. (2) Reactant: [OH:1][C:2]1[CH:7]=[CH:6][C:5]([CH2:8][CH2:9][C:10]([OH:12])=O)=[CH:4][C:3]=1[O:13][CH3:14].[CH:15]1[C:24]2[C:19](=[CH:20][CH:21]=[CH:22][CH:23]=2)[CH:18]=[CH:17][C:16]=1[CH2:25][NH2:26].CCN=C=NCCCN(C)C.CN(C)C=O. Product: [CH:15]1[C:24]2[C:19](=[CH:20][CH:21]=[CH:22][CH:23]=2)[CH:18]=[CH:17][C:16]=1[CH2:25][NH:26][C:10](=[O:12])[CH2:9][CH2:8][C:5]1[CH:6]=[CH:7][C:2]([OH:1])=[C:3]([O:13][CH3:14])[CH:4]=1. The catalyst class is: 6. (3) The catalyst class is: 2. Reactant: C1(P(C2C=CC=CC=2)C2C=CC=CC=2)C=CC=CC=1.CCN(CC)CC.[Si:27]([O:34][C@@H:35]([CH3:63])[C@@H:36]([NH:51][C:52]1[C:60]2[CH:59]=[CH:58][S:57][C:56]=2[C:55]([C:61]#[N:62])=[CH:54][CH:53]=1)[C:37]([NH:39][NH:40][C:41](=O)[C:42]1[CH:47]=[CH:46][C:45]([C:48]#[N:49])=[CH:44][CH:43]=1)=[O:38])([C:30]([CH3:33])([CH3:32])[CH3:31])([CH3:29])[CH3:28]. Product: [Si:27]([O:34][C@@H:35]([CH3:63])[C@@H:36]([NH:51][C:52]1[C:60]2[CH:59]=[CH:58][S:57][C:56]=2[C:55]([C:61]#[N:62])=[CH:54][CH:53]=1)[C:37]1[O:38][C:41]([C:42]2[CH:47]=[CH:46][C:45]([C:48]#[N:49])=[CH:44][CH:43]=2)=[N:40][N:39]=1)([C:30]([CH3:33])([CH3:32])[CH3:31])([CH3:29])[CH3:28]. (4) Reactant: C1(C)C=CC=CC=1.[H-].C([Al+]CC(C)C)C(C)C.[F:18][C:19]1[CH:38]=[CH:37][C:22]([O:23][CH:24]2[CH2:29][CH2:28][N:27]([C:30]([O:32][C:33]([CH3:36])([CH3:35])[CH3:34])=[O:31])[CH2:26][CH2:25]2)=[C:21]([C:39](OC)=[O:40])[CH:20]=1.[C@H](O)(C([O-])=O)[C@@H](O)C([O-])=O.[Na+].[K+]. Product: [F:18][C:19]1[CH:38]=[CH:37][C:22]([O:23][CH:24]2[CH2:29][CH2:28][N:27]([C:30]([O:32][C:33]([CH3:36])([CH3:34])[CH3:35])=[O:31])[CH2:26][CH2:25]2)=[C:21]([CH2:39][OH:40])[CH:20]=1. The catalyst class is: 362. (5) Reactant: C(S[C:4]1[C:10]2[CH:11]=[CH:12][CH:13]=[CH:14][C:9]=2[N:8]([CH3:15])[C:7](=[O:16])[CH2:6][N:5]=1)C.[CH:17]([NH:19][NH2:20])=O. Product: [CH3:15][N:8]1[C:9]2[CH:14]=[CH:13][CH:12]=[CH:11][C:10]=2[C:4]2=[N:20][N:19]=[CH:17][N:5]2[CH2:6][C:7]1=[O:16]. The catalyst class is: 51. (6) Reactant: [Cl:1][C:2]1[C:3]([NH:22][C:23]2[CH:32]=[CH:31][CH:30]=[CH:29][C:24]=2[C:25]([NH:27][CH3:28])=[O:26])=[N:4][C:5]([NH:8][C:9]2[CH:14]=[C:13]([N+:15]([O-])=O)[CH:12]=[CH:11][C:10]=2[C:18]([F:21])([F:20])[F:19])=[N:6][CH:7]=1.[Cl-].[NH4+]. Product: [NH2:15][C:13]1[CH:12]=[CH:11][C:10]([C:18]([F:20])([F:21])[F:19])=[C:9]([NH:8][C:5]2[N:4]=[C:3]([NH:22][C:23]3[CH:32]=[CH:31][CH:30]=[CH:29][C:24]=3[C:25]([NH:27][CH3:28])=[O:26])[C:2]([Cl:1])=[CH:7][N:6]=2)[CH:14]=1. The catalyst class is: 190. (7) Reactant: C1C2C(COC([NH:18][C@@H:19]([CH2:42][S:43][CH2:44][C@H:45]([O:60][CH2:61][CH2:62][CH2:63][CH2:64][CH2:65][CH2:66][CH2:67][CH2:68][CH2:69][CH2:70][CH2:71][CH3:72])[CH2:46][O:47][CH2:48][CH2:49][CH2:50][CH2:51][CH2:52][CH2:53][CH2:54][CH2:55][CH2:56][CH2:57][CH2:58][CH3:59])[C:20](=[O:41])[NH:21][CH2:22][CH2:23][O:24][CH2:25][CH2:26][O:27][CH2:28][CH2:29][O:30][CH2:31][CH2:32][P:33](=[O:40])([O:37][CH2:38][CH3:39])[O:34][CH2:35][CH3:36])=O)C3C(=CC=CC=3)C=2C=CC=1.N1CCCCC1.C1(C)C=CC=CC=1. Product: [NH2:18][C@@H:19]([CH2:42][S:43][CH2:44][C@H:45]([O:60][CH2:61][CH2:62][CH2:63][CH2:64][CH2:65][CH2:66][CH2:67][CH2:68][CH2:69][CH2:70][CH2:71][CH3:72])[CH2:46][O:47][CH2:48][CH2:49][CH2:50][CH2:51][CH2:52][CH2:53][CH2:54][CH2:55][CH2:56][CH2:57][CH2:58][CH3:59])[C:20](=[O:41])[NH:21][CH2:22][CH2:23][O:24][CH2:25][CH2:26][O:27][CH2:28][CH2:29][O:30][CH2:31][CH2:32][P:33](=[O:40])([O:37][CH2:38][CH3:39])[O:34][CH2:35][CH3:36]. The catalyst class is: 10. (8) Reactant: [CH2:1]([N:3]1[CH2:8][CH2:7][N:6]([CH2:9][C:10]2[CH:19]=[CH:18][C:13]([C:14]([O:16]C)=[O:15])=[CH:12][C:11]=2[O:20][C:21]([F:24])([F:23])[F:22])[CH2:5][CH2:4]1)[CH3:2].[OH-].[Na+].Cl. Product: [CH2:1]([N:3]1[CH2:8][CH2:7][N:6]([CH2:9][C:10]2[CH:19]=[CH:18][C:13]([C:14]([OH:16])=[O:15])=[CH:12][C:11]=2[O:20][C:21]([F:24])([F:22])[F:23])[CH2:5][CH2:4]1)[CH3:2]. The catalyst class is: 1.